This data is from Catalyst prediction with 721,799 reactions and 888 catalyst types from USPTO. The task is: Predict which catalyst facilitates the given reaction. (1) Reactant: [F:1][C:2]1[CH:7]=[C:6]([I:8])[CH:5]=[CH:4][C:3]=1[NH:9][C:10]1[NH:11][C:12]2[C:13](=[O:24])[CH2:14][CH2:15][CH2:16][C:17]=2[C:18]=1[C:19]([O:21][CH2:22][CH3:23])=[O:20].[C:25](=O)([O-])[O-].[Cs+].[Cs+].COS(OC)(=O)=O. Product: [F:1][C:2]1[CH:7]=[C:6]([I:8])[CH:5]=[CH:4][C:3]=1[NH:9][C:10]1[N:11]([CH3:25])[C:12]2[C:13](=[O:24])[CH2:14][CH2:15][CH2:16][C:17]=2[C:18]=1[C:19]([O:21][CH2:22][CH3:23])=[O:20]. The catalyst class is: 18. (2) Reactant: [CH2:1]([Sn:5]([CH2:16][CH2:17][CH2:18][CH3:19])([CH2:12][CH2:13][CH2:14][CH3:15])[C:6]1[CH:11]=[CH:10][N:9]=[CH:8][CH:7]=1)[CH2:2][CH2:3][CH3:4].ClC1C=C(C=CC=1)C(OO)=[O:25]. Product: [CH2:16]([Sn:5]([CH2:1][CH2:2][CH2:3][CH3:4])([CH2:12][CH2:13][CH2:14][CH3:15])[C:6]1[CH:11]=[CH:10][N+:9]([O-:25])=[CH:8][CH:7]=1)[CH2:17][CH2:18][CH3:19]. The catalyst class is: 22. (3) Reactant: Cl[C:2]1[C:11]2[C:6](=[CH:7][C:8]([N+:12]([O-:14])=[O:13])=[CH:9][CH:10]=2)[N:5]=[CH:4][N:3]=1.[NH3:15]. Product: [N+:12]([C:8]1[CH:7]=[C:6]2[C:11]([C:2]([NH2:15])=[N:3][CH:4]=[N:5]2)=[CH:10][CH:9]=1)([O-:14])=[O:13]. The catalyst class is: 5. (4) Reactant: [F:1][C:2]1[CH:3]=[N:4][C:5]2[C:10]([C:11]=1[CH2:12][CH2:13][N:14]1[CH2:19][CH2:18][C@H:17]([NH:20]C(=O)OC(C)(C)C)[C@H:16]([OH:28])[CH2:15]1)=[N:9][C:8]([O:29][CH3:30])=[CH:7][CH:6]=2.FC(F)(F)C(O)=O. Product: [NH2:20][C@H:17]1[CH2:18][CH2:19][N:14]([CH2:13][CH2:12][C:11]2[C:10]3[C:5](=[CH:6][CH:7]=[C:8]([O:29][CH3:30])[N:9]=3)[N:4]=[CH:3][C:2]=2[F:1])[CH2:15][C@H:16]1[OH:28]. The catalyst class is: 4. (5) Reactant: [OH:1][C:2]1[CH:7]=[CH:6][NH:5][C:4](=[O:8])[CH:3]=1.CS(O[CH:14]1[CH2:19][CH2:18][N:17]([C:20]([O:22][CH:23]([CH3:25])[CH3:24])=[O:21])[CH2:16][CH2:15]1)(=O)=O.C(=O)([O-])[O-].[K+].[K+]. Product: [O:8]=[C:4]1[CH:3]=[C:2]([O:1][CH:14]2[CH2:19][CH2:18][N:17]([C:20]([O:22][CH:23]([CH3:25])[CH3:24])=[O:21])[CH2:16][CH2:15]2)[CH:7]=[CH:6][NH:5]1. The catalyst class is: 173. (6) Reactant: [Br:1][C:2]1[CH:7]=[CH:6][C:5]([CH2:8][CH2:9][C:10](N(OC)C)=[O:11])=[CH:4][CH:3]=1.[CH:16]1([Mg]Br)[CH2:21][CH2:20][CH2:19][CH2:18][CH2:17]1. Product: [Br:1][C:2]1[CH:7]=[CH:6][C:5]([CH2:8][CH2:9][C:10]([CH:16]2[CH2:21][CH2:20][CH2:19][CH2:18][CH2:17]2)=[O:11])=[CH:4][CH:3]=1. The catalyst class is: 28.